Dataset: Full USPTO retrosynthesis dataset with 1.9M reactions from patents (1976-2016). Task: Predict the reactants needed to synthesize the given product. (1) Given the product [O:19]=[C:18]([N:15]1[CH2:16][CH2:17][CH2:12][CH2:13][CH2:14]1)[CH:20]=[C:21]1[NH:22][C:1](=[O:10])[C:2]2[CH:8]=[CH:7][CH:6]=[CH:5][C:3]=2[S:4]1, predict the reactants needed to synthesize it. The reactants are: [C:1]([O:10]C)(=O)[C:2]1[C:3](=[CH:5][CH:6]=[CH:7][CH:8]=1)[SH:4].[CH2:12]1[CH2:17][CH2:16][N:15]([C:18]([CH2:20][C:21]#[N:22])=[O:19])[CH2:14][CH2:13]1.C(N(CC)CC)C. (2) Given the product [NH2:7][C:8]([C:10]1[CH:11]=[C:12]([CH2:16][CH:17]([NH:19][C:20]2[N:25]=[C:24]([N:26]3[CH2:31][CH2:30][C:29](=[O:32])[N:28]4[CH2:33][CH:34]=[C:35]([C:37]5[CH:38]=[CH:39][CH:40]=[CH:41][CH:42]=5)[N:36]=[C:27]34)[CH:23]=[CH:22][N:21]=2)[CH3:18])[CH:13]=[CH:14][CH:15]=1)([CH3:9])[CH3:43], predict the reactants needed to synthesize it. The reactants are: C(OC(=O)[NH:7][C:8]([CH3:43])([C:10]1[CH:15]=[CH:14][CH:13]=[C:12]([CH2:16][CH:17]([NH:19][C:20]2[N:25]=[C:24]([N:26]3[CH2:31][CH2:30][C:29](=[O:32])[N:28]4[CH2:33][CH:34]=[C:35]([C:37]5[CH:42]=[CH:41][CH:40]=[CH:39][CH:38]=5)[N:36]=[C:27]34)[CH:23]=[CH:22][N:21]=2)[CH3:18])[CH:11]=1)[CH3:9])(C)(C)C.FC(F)(F)C(O)=O. (3) Given the product [C:26]([C:28]1[CH:29]=[CH:30][C:31]([N:34]([CH2:42][C:13]2[C:14](=[O:17])[CH2:15][CH2:16][C:12]=2[NH:11][C:7]2[CH:8]=[CH:9][CH:10]=[C:5]([C:4]([F:18])([F:19])[F:3])[CH:6]=2)[C:35](=[O:41])[O:36][C:37]([CH3:38])([CH3:39])[CH3:40])=[CH:32][CH:33]=1)#[N:27], predict the reactants needed to synthesize it. The reactants are: [H-].[Na+].[F:3][C:4]([F:19])([F:18])[C:5]1[CH:6]=[C:7]([NH:11][C:12]2[CH2:16][CH2:15][C:14](=[O:17])[CH:13]=2)[CH:8]=[CH:9][CH:10]=1.CC1CCCO1.[C:26]([C:28]1[CH:33]=[CH:32][C:31]([N:34]([CH2:42]S(C2C=CC=CC=2)(=O)=O)[C:35](=[O:41])[O:36][C:37]([CH3:40])([CH3:39])[CH3:38])=[CH:30][CH:29]=1)#[N:27]. (4) Given the product [O:3]=[C:4]1[CH:13]([C:14]([OH:16])=[O:15])[CH2:12][C:11]2[C:6](=[CH:7][CH:8]=[C:9]([C:19]3[CH:24]=[CH:23][C:22]([C:25]([F:27])([F:26])[F:28])=[CH:21][CH:20]=3)[CH:10]=2)[NH:5]1, predict the reactants needed to synthesize it. The reactants are: [OH-].[Na+].[O:3]=[C:4]1[CH:13]([C:14]([O:16]CC)=[O:15])[CH2:12][C:11]2[C:6](=[CH:7][CH:8]=[C:9]([C:19]3[CH:24]=[CH:23][C:22]([C:25]([F:28])([F:27])[F:26])=[CH:21][CH:20]=3)[CH:10]=2)[NH:5]1. (5) Given the product [F:1][C:2]1[CH:3]=[N:4][C:5]2[C:10]([C:11]=1[CH2:12][CH2:13][C:14]([O:16][CH2:17][CH2:18][CH2:19][CH3:20])=[O:15])=[N:9][C:8]([O:21][CH3:22])=[CH:7][CH:6]=2, predict the reactants needed to synthesize it. The reactants are: [F:1][C:2]1[CH:3]=[N:4][C:5]2[C:10]([C:11]=1/[CH:12]=[CH:13]/[C:14]([O:16][CH2:17][CH2:18][CH2:19][CH3:20])=[O:15])=[N:9][C:8]([O:21][CH3:22])=[CH:7][CH:6]=2.[H][H].